This data is from Forward reaction prediction with 1.9M reactions from USPTO patents (1976-2016). The task is: Predict the product of the given reaction. (1) Given the reactants [BH4-].[Na+].[CH3:3][CH:4]([O:6][C:7]([N:9]1[CH2:14][CH2:13][CH:12]([CH2:15][O:16][C:17]2[C:18]([C:33](OC)=[O:34])=[N:19][C:20]([C:23]3[CH:28]=[CH:27][C:26]([S:29]([CH3:32])(=[O:31])=[O:30])=[CH:25][CH:24]=3)=[CH:21][CH:22]=2)[CH2:11][CH2:10]1)=[O:8])[CH3:5].CO, predict the reaction product. The product is: [OH:34][CH2:33][C:18]1[C:17]([O:16][CH2:15][CH:12]2[CH2:11][CH2:10][N:9]([C:7]([O:6][CH:4]([CH3:5])[CH3:3])=[O:8])[CH2:14][CH2:13]2)=[CH:22][CH:21]=[C:20]([C:23]2[CH:24]=[CH:25][C:26]([S:29]([CH3:32])(=[O:31])=[O:30])=[CH:27][CH:28]=2)[N:19]=1. (2) The product is: [C:17]([O:16][C:14]([N:21]1[CH2:26][CH2:25][CH2:24][C:23]([C:9]2[CH:10]=[CH:11][CH:12]=[C:7]([Br:6])[CH:8]=2)([OH:27])[CH2:22]1)=[O:15])([CH3:20])([CH3:18])[CH3:19]. Given the reactants C([Li])CCC.[Br:6][C:7]1[CH:12]=[CH:11][CH:10]=[C:9](I)[CH:8]=1.[C:14]([N:21]1[CH2:26][CH2:25][CH2:24][C:23](=[O:27])[CH2:22]1)([O:16][C:17]([CH3:20])([CH3:19])[CH3:18])=[O:15], predict the reaction product. (3) Given the reactants Cl.[Br:2][C:3]1[CH:8]=[CH:7][C:6]([C:9]2([NH2:13])[CH2:12][CH2:11][CH2:10]2)=[CH:5][CH:4]=1.C(N(C(C)C)CC)(C)C.[C:23]([O:27][C:28](O[C:28]([O:27][C:23]([CH3:26])([CH3:25])[CH3:24])=[O:29])=[O:29])([CH3:26])([CH3:25])[CH3:24], predict the reaction product. The product is: [Br:2][C:3]1[CH:4]=[CH:5][C:6]([C:9]2([NH:13][C:28](=[O:29])[O:27][C:23]([CH3:26])([CH3:25])[CH3:24])[CH2:12][CH2:11][CH2:10]2)=[CH:7][CH:8]=1. (4) Given the reactants C1C2(CCCC=C2C(=O)C)CC=C1.O[CH:15]([CH3:29])[CH2:16][C:17]([C:19]1[C:20]2([CH2:25][CH2:26][CH2:27][CH:28]=1)[CH2:24][CH:23]=[CH:22][CH2:21]2)=[O:18].CC(OC(C)=O)=O.C(O[Na])(C)=O, predict the reaction product. The product is: [CH2:24]1[C:20]2([CH2:25][CH2:26][CH2:27][CH:28]=[C:19]2[C:17](=[O:18])/[CH:16]=[CH:15]/[CH3:29])[CH2:21][CH:22]=[CH:23]1. (5) Given the reactants CC1C=CC(S(O[CH2:12][C:13]23[CH2:20][CH2:19][C:16]([C:21]4[CH:26]=[C:25]([O:27][CH:28]5[CH2:33][CH2:32][CH2:31][CH2:30][O:29]5)[CH:24]=[C:23]([F:34])[CH:22]=4)([CH2:17][CH2:18]2)[O:15][CH2:14]3)(=O)=O)=CC=1.[I-:35].[Na+], predict the reaction product. The product is: [F:34][C:23]1[CH:22]=[C:21]([C:16]23[CH2:17][CH2:18][C:13]([CH2:12][I:35])([CH2:20][CH2:19]2)[CH2:14][O:15]3)[CH:26]=[C:25]([O:27][CH:28]2[CH2:33][CH2:32][CH2:31][CH2:30][O:29]2)[CH:24]=1. (6) The product is: [CH2:5]([O:12][C:13]1[CH:18]=[CH:17][CH:16]=[C:15]([CH2:19][CH2:20][N+:21]([O-:23])=[O:22])[CH:14]=1)[C:6]1[CH:7]=[CH:8][CH:9]=[CH:10][CH:11]=1. Given the reactants C(O)(=O)C.[CH2:5]([O:12][C:13]1[CH:18]=[CH:17][CH:16]=[C:15](/[CH:19]=[CH:20]/[N+:21]([O-:23])=[O:22])[CH:14]=1)[C:6]1[CH:11]=[CH:10][CH:9]=[CH:8][CH:7]=1.[BH4-].[Na+], predict the reaction product.